The task is: Predict the reactants needed to synthesize the given product.. This data is from Full USPTO retrosynthesis dataset with 1.9M reactions from patents (1976-2016). (1) Given the product [CH:1]1([CH2:4][O:5][C:6]2[CH:11]=[CH:10][C:9]([CH:12]([F:14])[F:13])=[CH:8][C:7]=2[C:15]2[C:16]3[NH:23][C:22]([CH3:24])=[C:21]([C:25]([NH:28][C@@H:29]4[CH2:33][N:32]([C:34]([O:36][C:37]([CH3:40])([CH3:39])[CH3:38])=[O:35])[C@@H:31]([CH3:41])[CH2:30]4)=[O:26])[C:17]=3[N:18]=[CH:19][N:20]=2)[CH2:3][CH2:2]1, predict the reactants needed to synthesize it. The reactants are: [CH:1]1([CH2:4][O:5][C:6]2[CH:11]=[CH:10][C:9]([CH:12]([F:14])[F:13])=[CH:8][C:7]=2[C:15]2[C:16]3[NH:23][C:22]([CH3:24])=[C:21]([C:25](O)=[O:26])[C:17]=3[N:18]=[CH:19][N:20]=2)[CH2:3][CH2:2]1.[NH2:28][C@@H:29]1[CH2:33][N:32]([C:34]([O:36][C:37]([CH3:40])([CH3:39])[CH3:38])=[O:35])[C@@H:31]([CH3:41])[CH2:30]1. (2) Given the product [NH:1]1[CH:5]=[CH:4][N:3]=[C:2]1[C:6]1[CH:7]=[CH:8][C:9]([CH3:50])=[C:10]([NH:12][C:13](=[O:49])[C:14]2[CH:15]=[CH:16][C:17]([O:20][CH2:21][C:22]3[CH:27]=[CH:26][C:25]([O:28][CH2:29][CH2:30][OH:31])=[CH:24][N:23]=3)=[CH:18][CH:19]=2)[CH:11]=1, predict the reactants needed to synthesize it. The reactants are: [NH:1]1[CH:5]=[CH:4][N:3]=[C:2]1[C:6]1[CH:7]=[CH:8][C:9]([CH3:50])=[C:10]([NH:12][C:13](=[O:49])[C:14]2[CH:19]=[CH:18][C:17]([O:20][CH2:21][C:22]3[CH:27]=[CH:26][C:25]([O:28][CH2:29][CH2:30][O:31][Si](C(C)(C)C)(C4C=CC=CC=4)C4C=CC=CC=4)=[CH:24][N:23]=3)=[CH:16][CH:15]=2)[CH:11]=1.